Dataset: Full USPTO retrosynthesis dataset with 1.9M reactions from patents (1976-2016). Task: Predict the reactants needed to synthesize the given product. (1) Given the product [CH3:1][O:2][C:3]([C@:5]1([Cl:30])[C@H:7]([C:8]2[CH:13]=[CH:12][CH:11]=[CH:10][CH:9]=2)[C@H:6]1[C:14]1[CH:15]=[CH:16][C:17]([Br:20])=[CH:18][CH:19]=1)=[O:4], predict the reactants needed to synthesize it. The reactants are: [CH3:1][O:2][C:3]([C@@H:5]1[C@H:7]([C:8]2[CH:13]=[CH:12][CH:11]=[CH:10][CH:9]=2)[C@H:6]1[C:14]1[CH:19]=[CH:18][C:17]([Br:20])=[CH:16][CH:15]=1)=[O:4].[Li+].CC([N-]C(C)C)C.C(Cl)(Cl)(Cl)[Cl:30]. (2) Given the product [N:25]1[N:26]([C:30]2[CH:31]=[CH:32][C:33]([NH:34][C:2]3[C:3]4[NH:15][N:14]=[CH:13][C:4]=4[N:5]=[C:6]([C:8]4[S:9][CH:10]=[CH:11][CH:12]=4)[N:7]=3)=[CH:35][CH:36]=2)[N:27]=[CH:28][CH:29]=1, predict the reactants needed to synthesize it. The reactants are: Cl[C:2]1[C:3]2[C:4](=[CH:13][N:14](CC3C=CC(OC)=CC=3)[N:15]=2)[N:5]=[C:6]([C:8]2[S:9][CH:10]=[CH:11][CH:12]=2)[N:7]=1.[N:25]1[N:26]([C:30]2[CH:36]=[CH:35][C:33]([NH2:34])=[CH:32][CH:31]=2)[N:27]=[CH:28][CH:29]=1.Cl. (3) Given the product [CH:8]1([N:9]([CH2:10][C:25]2[CH:26]=[CH:27][C:28]([NH:33][C:22]([C:17]3[NH:18][C:19]4[C:15]([CH:16]=3)=[CH:14][C:13]([Cl:12])=[CH:21][CH:20]=4)=[O:24])=[CH:29][CH:30]=2)[CH3:11])[CH2:7][CH2:6][CH2:41][CH2:40][CH2:42]1, predict the reactants needed to synthesize it. The reactants are: CCN=C=N[CH2:6][CH2:7][CH2:8][N:9]([CH3:11])[CH3:10].[Cl:12][C:13]1[CH:14]=[C:15]2[C:19](=[CH:20][CH:21]=1)[NH:18][C:17]([C:22]([OH:24])=O)=[CH:16]2.[CH:25]1[CH:26]=[CH:27][C:28]2[N:33](O)N=N[C:29]=2[CH:30]=1.CCN([CH2:40][CH3:41])CC.[CH3:42]N(C=O)C. (4) Given the product [NH:1]1[CH2:2][CH2:3][CH:4]([O:7][C@@H:8]2[CH2:13][CH2:12][C@H:11]([C:14]([O:16][CH2:17][CH3:18])=[O:15])[CH2:10][CH2:9]2)[CH2:5][CH2:6]1, predict the reactants needed to synthesize it. The reactants are: [N:1]1[CH:6]=[CH:5][C:4]([O:7][C@@H:8]2[CH2:13][CH2:12][C@H:11]([C:14]([O:16][CH2:17][CH3:18])=[O:15])[CH2:10][CH2:9]2)=[CH:3][CH:2]=1.S(O)(C1C=CC(C)=CC=1)(=O)=O. (5) Given the product [OH:49][N:48]=[C:47]([NH2:46])[CH2:50][CH2:51][CH2:52][CH2:53][N:54]1[C:58]2[CH:59]=[C:60]([CH3:63])[CH:61]=[CH:62][C:57]=2[O:56][C:55]1=[O:64], predict the reactants needed to synthesize it. The reactants are: Cl.NO.C1C=CC2C(C3C=CC(O)=CC=3)(C3C=CC(O)=CC=3)OC(=O)C=2C=1.C[O-].[Na+].O=C1N[C@H]2CS[C@@H](CCCCCC3[O:49][N:48]=[C:47]([CH2:50][CH2:51][CH2:52][CH2:53][N:54]4[C:58]5[CH:59]=[C:60]([CH3:63])[CH:61]=[CH:62][C:57]=5[O:56][C:55]4=[O:64])[N:46]=3)[C@H]2N1. (6) Given the product [C:1]1([O:7][C:8](=[O:9])[NH:46][C@H:43]2[CH2:42][CH2:41][C@H:40]([C:27]3[CH:28]=[CH:29][C:30]([OH:32])=[CH:31][C:26]=3[OH:25])[CH2:45][CH2:44]2)[CH:6]=[CH:5][CH:4]=[CH:3][CH:2]=1, predict the reactants needed to synthesize it. The reactants are: [C:1]1([O:7][C:8](Cl)=[O:9])[CH:6]=[CH:5][CH:4]=[CH:3][CH:2]=1.C(N(CC)CC)C.[Si]([O:25][C:26]1[CH:31]=[C:30]([O:32][Si](C(C)(C)C)(C)C)[CH:29]=[CH:28][C:27]=1[C@H:40]1[CH2:45][CH2:44][C@H:43]([NH2:46])[CH2:42][CH2:41]1)(C(C)(C)C)(C)C.FC(F)(F)C(O)=O.